This data is from Forward reaction prediction with 1.9M reactions from USPTO patents (1976-2016). The task is: Predict the product of the given reaction. (1) Given the reactants [Br:1][C:2]1[CH:3]=[C:4]2[C:10](I)=[N:9][N:8]([CH2:12][O:13][CH2:14][CH2:15][O:16][CH3:17])[C:5]2=[N:6][CH:7]=1.[CH3:18][O:19][C:20]1[CH:25]=[CH:24][CH:23]=[CH:22][C:21]=1B(O)O.C(=O)([O-])[O-].[Na+].[Na+].C(OCC)(=O)C, predict the reaction product. The product is: [Br:1][C:2]1[CH:3]=[C:4]2[C:10]([C:21]3[CH:22]=[CH:23][CH:24]=[CH:25][C:20]=3[O:19][CH3:18])=[N:9][N:8]([CH2:12][O:13][CH2:14][CH2:15][O:16][CH3:17])[C:5]2=[N:6][CH:7]=1. (2) Given the reactants [F:1][CH:2]([F:18])[CH:3]1[C:12]2[C:7](=[CH:8][CH:9]=[CH:10][CH:11]=2)[N:6]([CH:13]([CH3:17])[C:14](O)=[O:15])[CH2:5][CH2:4]1.[Cl-].[NH4+].CC[N:23](C(C)C)C(C)C.C(Cl)CCl.C1C=CC2N(O)N=NC=2C=1, predict the reaction product. The product is: [F:1][CH:2]([F:18])[CH:3]1[C:12]2[C:7](=[CH:8][CH:9]=[CH:10][CH:11]=2)[N:6]([CH:13]([CH3:17])[C:14]([NH2:23])=[O:15])[CH2:5][CH2:4]1. (3) Given the reactants [C:1]1([Mg]Br)[CH:6]=[CH:5][CH:4]=[CH:3][CH:2]=1.[NH2:9][C:10]1[CH:17]=[C:16]([F:18])[C:15]([Cl:19])=[CH:14][C:11]=1[C:12]#N.C([O:22]CC)C, predict the reaction product. The product is: [NH2:9][C:10]1[CH:17]=[C:16]([F:18])[C:15]([Cl:19])=[CH:14][C:11]=1[C:12]([C:1]1[CH:6]=[CH:5][CH:4]=[CH:3][CH:2]=1)=[O:22]. (4) The product is: [C:1]([O:5][C:6](=[O:25])[NH:7][C:8]1[CH:13]=[C:12]([O:14][CH2:15][C:16]([F:18])([F:17])[F:19])[C:11]([C:20]([F:22])([F:23])[F:21])=[CH:10][C:9]=1[NH:24][C:31](=[O:30])[CH2:32][C:33]([C:35]1[CH:40]=[CH:39][CH:38]=[C:37]([C:41]2[CH:46]=[CH:45][N:44]=[C:43]([CH3:47])[CH:42]=2)[CH:36]=1)=[O:34])([CH3:4])([CH3:2])[CH3:3]. Given the reactants [C:1]([O:5][C:6](=[O:25])[NH:7][C:8]1[CH:13]=[C:12]([O:14][CH2:15][C:16]([F:19])([F:18])[F:17])[C:11]([C:20]([F:23])([F:22])[F:21])=[CH:10][C:9]=1[NH2:24])([CH3:4])([CH3:3])[CH3:2].C([O:30][C:31](=O)[CH2:32][C:33]([C:35]1[CH:40]=[CH:39][CH:38]=[C:37]([C:41]2[CH:46]=[CH:45][N:44]=[C:43]([CH3:47])[CH:42]=2)[CH:36]=1)=[O:34])(C)(C)C, predict the reaction product.